Task: Predict the reaction yield, written as a fraction of the theoretical maximum amount of product (1.0 means a 100% yield; for example, 0.34 means a 34% yield).. Dataset: Reaction yield outcomes from USPTO patents with 853,638 reactions (1) The reactants are [CH2:1]([N:8]1[CH:13]2[CH2:14][CH2:15][CH:9]1[CH2:10][C:11](=[O:16])[CH2:12]2)[C:2]1[CH:7]=[CH:6][CH:5]=[CH:4][CH:3]=1.[Li].C[Si]([N-][Si](C)(C)C)(C)C.[C:27]1([CH3:47])[CH:32]=[CH:31][C:30]([S:33](O[S:33]([C:30]2[CH:31]=[CH:32][C:27]([CH3:47])=[CH:28][CH:29]=2)(=[O:35])=[O:34])(=[O:35])=[O:34])=[CH:29][CH:28]=1.[OH-].[Na+]. The catalyst is C1COCC1.CCCCCC.CCOC(C)=O. The product is [CH2:1]([N:8]1[CH:9]2[CH2:15][CH2:14][CH:13]1[CH:12]=[C:11]([O:16][S:33]([C:30]1[CH:31]=[CH:32][C:27]([CH3:47])=[CH:28][CH:29]=1)(=[O:35])=[O:34])[CH2:10]2)[C:2]1[CH:3]=[CH:4][CH:5]=[CH:6][CH:7]=1. The yield is 0.860. (2) The reactants are [F:1][C:2]([F:45])([F:44])[C:3]1[CH:4]=[C:5]([C:13]([CH3:43])([CH3:42])[C:14]([N:16]([C:18]2[CH:19]=[N:20][C:21]([N:32]3[CH2:36][CH2:35][C@@H:34]([NH:37][S:38]([CH3:41])(=[O:40])=[O:39])[CH2:33]3)=[CH:22][C:23]=2[C:24]2[CH:29]=[CH:28][C:27]([F:30])=[CH:26][C:25]=2[CH3:31])[CH3:17])=[O:15])[CH:6]=[C:7]([C:9]([F:12])([F:11])[F:10])[CH:8]=1.[H-].[Na+].IC.[C:50](OCC)(=O)C. The catalyst is CN(C)C=O. The product is [F:11][C:9]([F:10])([F:12])[C:7]1[CH:6]=[C:5]([C:13]([CH3:43])([CH3:42])[C:14]([N:16]([C:18]2[CH:19]=[N:20][C:21]([N:32]3[CH2:36][CH2:35][C@@H:34]([N:37]([S:38]([CH3:41])(=[O:40])=[O:39])[CH3:50])[CH2:33]3)=[CH:22][C:23]=2[C:24]2[CH:29]=[CH:28][C:27]([F:30])=[CH:26][C:25]=2[CH3:31])[CH3:17])=[O:15])[CH:4]=[C:3]([C:2]([F:1])([F:44])[F:45])[CH:8]=1. The yield is 0.780. (3) The reactants are [NH2:1][C:2]1[CH:3]=[C:4]2[C:9](=[C:10]([C:12]([N:14]([CH3:16])[CH3:15])=[O:13])[CH:11]=1)[N:8]=[CH:7][C:6]([C:17]#[N:18])=[C:5]2[NH:19][C:20]1[CH:25]=[CH:24][C:23]([F:26])=[C:22]([Cl:27])[CH:21]=1.[O:28]1[CH:32]=[CH:31][CH:30]=[C:29]1[CH:33]=O.[BH3-]C#N.[Na+]. No catalyst specified. The product is [Cl:27][C:22]1[CH:21]=[C:20]([NH:19][C:5]2[C:4]3[C:9](=[C:10]([C:12]([N:14]([CH3:15])[CH3:16])=[O:13])[CH:11]=[C:2]([NH:1][CH2:33][C:29]4[O:28][CH:32]=[CH:31][CH:30]=4)[CH:3]=3)[N:8]=[CH:7][C:6]=2[C:17]#[N:18])[CH:25]=[CH:24][C:23]=1[F:26]. The yield is 0.380. (4) The reactants are [CH:1]([N:4]1[C:12]2[C:7](=[C:8]([C:16]3[CH:21]=[CH:20][C:19]([CH3:22])=[CH:18][N:17]=3)[CH:9]=[C:10]([C:13]([OH:15])=O)[CH:11]=2)[CH:6]=[N:5]1)([CH3:3])[CH3:2].[CH3:23][C:24]1[N:25]=[CH:26][C:27]([CH2:30][NH2:31])=[N:28][CH:29]=1.CCN=C=NCCCN(C)C.C1C=CC2N(O)N=NC=2C=1.CN1CCOCC1. The catalyst is C(#N)C. The product is [CH3:23][C:24]1[N:25]=[CH:26][C:27]([CH2:30][NH:31][C:13]([C:10]2[CH:11]=[C:12]3[C:7]([CH:6]=[N:5][N:4]3[CH:1]([CH3:2])[CH3:3])=[C:8]([C:16]3[CH:21]=[CH:20][C:19]([CH3:22])=[CH:18][N:17]=3)[CH:9]=2)=[O:15])=[N:28][CH:29]=1. The yield is 0.440.